This data is from Forward reaction prediction with 1.9M reactions from USPTO patents (1976-2016). The task is: Predict the product of the given reaction. (1) Given the reactants [Cl:1][C:2]1[CH:7]=[C:6]([N+:8]([O-:10])=[O:9])[C:5](F)=[CH:4][C:3]=1[Cl:12].[F:13][C:14]([F:24])([F:23])[CH2:15][CH2:16][N:17]1[CH2:22][CH2:21][NH:20][CH2:19][CH2:18]1.CCN(CC)CC, predict the reaction product. The product is: [Cl:1][C:2]1[C:3]([Cl:12])=[CH:4][C:5]([N:20]2[CH2:19][CH2:18][N:17]([CH2:16][CH2:15][C:14]([F:23])([F:24])[F:13])[CH2:22][CH2:21]2)=[C:6]([N+:8]([O-:10])=[O:9])[CH:7]=1. (2) The product is: [CH:36]([O:35][C:33]([NH:32][CH2:31][C:10]1[CH:11]=[C:12]([O:15][CH2:16][CH2:17][C:18]2[N:19]=[C:20]([C:24]3[CH:29]=[CH:28][C:27]([O:30][C:41]4[CH:46]=[CH:45][CH:44]=[CH:43][N:42]=4)=[CH:26][CH:25]=3)[O:21][C:22]=2[CH3:23])[CH:13]=[CH:14][C:9]=1[CH2:8][CH2:7][C:6]([OH:5])=[O:39])=[O:34])([CH3:38])[CH3:37]. Given the reactants C([O:5][C:6](=[O:39])[CH2:7][CH2:8][C:9]1[CH:14]=[CH:13][C:12]([O:15][CH2:16][CH2:17][C:18]2[N:19]=[C:20]([C:24]3[CH:29]=[CH:28][C:27]([OH:30])=[CH:26][CH:25]=3)[O:21][C:22]=2[CH3:23])=[CH:11][C:10]=1[CH2:31][NH:32][C:33]([O:35][CH:36]([CH3:38])[CH3:37])=[O:34])(C)(C)C.Br[C:41]1[CH:46]=[CH:45][CH:44]=[CH:43][N:42]=1, predict the reaction product. (3) The product is: [CH3:45][O:44][C:40]1[CH:39]=[C:38]([NH:37][CH:30]([C:31]2[CH:36]=[CH:35][CH:34]=[CH:33][CH:32]=2)[C:8]([C:10]2[C:18]3[C:13](=[CH:14][C:15]([C:19]([O:21][CH3:22])=[O:20])=[CH:16][CH:17]=3)[NH:12][CH:11]=2)=[O:9])[CH:43]=[CH:42][N:41]=1. Given the reactants C(N(CC)CC)C.[CH:8]([C:10]1[C:18]2[C:13](=[CH:14][C:15]([C:19]([O:21][CH3:22])=[O:20])=[CH:16][CH:17]=2)[N:12](C(OC(C)(C)C)=O)[CH:11]=1)=[O:9].[CH:30](=[N:37][C:38]1[CH:43]=[CH:42][N:41]=[C:40]([O:44][CH3:45])[CH:39]=1)[C:31]1[CH:36]=[CH:35][CH:34]=[CH:33][CH:32]=1, predict the reaction product.